From a dataset of Full USPTO retrosynthesis dataset with 1.9M reactions from patents (1976-2016). Predict the reactants needed to synthesize the given product. (1) Given the product [F:21][C:18]1[CH:17]=[CH:16][C:15]([NH:14][C:12]([N:8]2[C@H:7]([C:22]3[CH:23]=[CH:24][C:25]([C:28]([F:30])([F:29])[F:31])=[CH:26][CH:27]=3)[C:6]3[N:5]=[CH:4][CH:3]=[C:2]([C:36]4[CH:37]=[CH:38][C:33]([F:32])=[CH:34][CH:35]=4)[C:11]=3[CH2:10][CH2:9]2)=[O:13])=[CH:20][CH:19]=1, predict the reactants needed to synthesize it. The reactants are: Cl[C:2]1[C:11]2[CH2:10][CH2:9][N:8]([C:12]([NH:14][C:15]3[CH:20]=[CH:19][C:18]([F:21])=[CH:17][CH:16]=3)=[O:13])[C@H:7]([C:22]3[CH:27]=[CH:26][C:25]([C:28]([F:31])([F:30])[F:29])=[CH:24][CH:23]=3)[C:6]=2[N:5]=[CH:4][CH:3]=1.[F:32][C:33]1[CH:38]=[CH:37][C:36](B(O)O)=[CH:35][CH:34]=1.C(=O)([O-])[O-].[Na+].[Na+].O1CCOCC1. (2) Given the product [CH3:1][C:2]1[CH:3]=[CH:4][C:5]([N:8]2[C:16]3[C:11](=[CH:12][C:13]([NH2:17])=[CH:14][CH:15]=3)[CH:10]=[N:9]2)=[N:6][CH:7]=1, predict the reactants needed to synthesize it. The reactants are: [CH3:1][C:2]1[CH:3]=[CH:4][C:5]([N:8]2[C:16]3[C:11](=[CH:12][C:13]([N+:17]([O-])=O)=[CH:14][CH:15]=3)[CH:10]=[N:9]2)=[N:6][CH:7]=1.CC1C=CC(N2C=C3C(C=CC([N+]([O-])=O)=C3)=N2)=NC=1.